This data is from Full USPTO retrosynthesis dataset with 1.9M reactions from patents (1976-2016). The task is: Predict the reactants needed to synthesize the given product. (1) The reactants are: [Cl:1][C:2]1[CH:18]=[CH:17][C:5]([CH2:6][NH:7][C:8]([NH:10][N:11]([CH2:13][C:14]([OH:16])=O)[CH3:12])=[O:9])=[CH:4][CH:3]=1.[NH2:19][C@@H:20]([CH2:43][C:44]1[CH:49]=[CH:48][C:47]([O:50][C:51]([CH3:54])([CH3:53])[CH3:52])=[CH:46][CH:45]=1)[C:21]([N:23]([CH2:33][C:34]1[C:35]2[CH:42]=[CH:41][CH:40]=[CH:39][C:36]=2[S:37][CH:38]=1)[C@@H:24]([CH3:32])[CH:25]([O:29][CH2:30][CH3:31])[O:26][CH2:27][CH3:28])=[O:22]. Given the product [Cl:1][C:2]1[CH:3]=[CH:4][C:5]([CH2:6][NH:7][C:8](=[O:9])[NH:10][N:11]([CH2:13][C:14]([NH:19][C@@H:20]([CH2:43][C:44]2[CH:49]=[CH:48][C:47]([O:50][C:51]([CH3:54])([CH3:52])[CH3:53])=[CH:46][CH:45]=2)[C:21]([N:23]([CH2:33][C:34]2[C:35]3[CH:42]=[CH:41][CH:40]=[CH:39][C:36]=3[S:37][CH:38]=2)[C@@H:24]([CH3:32])[CH:25]([O:29][CH2:30][CH3:31])[O:26][CH2:27][CH3:28])=[O:22])=[O:16])[CH3:12])=[CH:17][CH:18]=1, predict the reactants needed to synthesize it. (2) Given the product [Cl:1][C:2]1[CH:10]=[C:9]2[C:5](=[CH:4][C:3]=1[O:20][CH3:21])[CH2:6][C:7]1([CH2:17][CH2:18][F:19])[C:8]2=[CH:15][C:14](=[O:16])[CH2:13][CH2:12]1, predict the reactants needed to synthesize it. The reactants are: [Cl:1][C:2]1[CH:10]=[C:9]2[C:5]([CH2:6][C:7]([CH2:17][CH2:18][F:19])([CH2:12][CH2:13][C:14](=[O:16])[CH3:15])[C:8]2=O)=[CH:4][C:3]=1[O:20][CH3:21].C(O)(=O)C.N1CCCC1. (3) Given the product [NH2:12][C:8]1[O:9][C:10]2[C:5]([CH:6]([C:15]3[CH:16]=[CH:17][CH:18]=[CH:19][CH:20]=3)[C:7]=1[C:13]#[N:14])=[CH:4][C:3]([Cl:21])=[C:2]([CH3:1])[CH:11]=2, predict the reactants needed to synthesize it. The reactants are: [CH3:1][C:2]1[CH:11]=[C:10]2[C:5]([C:6]([C:15]3[CH:20]=[CH:19][CH:18]=[CH:17][CH:16]=3)=[C:7]([C:13]#[N:14])[C:8](=[NH:12])[O:9]2)=[CH:4][C:3]=1[Cl:21].CC1C(Cl)=CC(C(C2C=CC=CC=2)=O)=C(O)C=1.C(#N)CC#N.N1CCCCC1. (4) Given the product [CH:1]([C:4]1[N:5]=[C:6](/[CH:9]=[CH:10]/[C:11]2[CH:37]=[CH:36][N:14]3[C:15](=[O:35])[C:16](/[CH:26]=[CH:27]/[C:28]([OH:30])=[O:29])=[C:17]([O:19][CH2:20][CH:21]4[CH2:25][CH2:24][O:23][CH2:22]4)[N:18]=[C:13]3[CH:12]=2)[S:7][CH:8]=1)([CH3:3])[CH3:2], predict the reactants needed to synthesize it. The reactants are: [CH:1]([C:4]1[N:5]=[C:6](/[CH:9]=[CH:10]/[C:11]2[CH:37]=[CH:36][N:14]3[C:15](=[O:35])[C:16](/[CH:26]=[CH:27]/[C:28]([O:30]C(C)(C)C)=[O:29])=[C:17]([O:19][CH2:20][CH:21]4[CH2:25][CH2:24][O:23][CH2:22]4)[N:18]=[C:13]3[CH:12]=2)[S:7][CH:8]=1)([CH3:3])[CH3:2].Cl. (5) The reactants are: [Br:1][C:2]1[CH:7]=[CH:6][C:5]([C@@H:8]2[CH2:18][CH2:17][C:10]3([NH:14]C(=O)N[C:11]3=[O:16])[CH2:9]2)=[CH:4][CH:3]=1.[OH-:19].[Na+].Cl. Given the product [NH2:14][C:10]1([C:11]([OH:19])=[O:16])[CH2:17][CH2:18][C@@H:8]([C:5]2[CH:6]=[CH:7][C:2]([Br:1])=[CH:3][CH:4]=2)[CH2:9]1, predict the reactants needed to synthesize it. (6) Given the product [Cl:1][C:2]1[C:3]([F:22])=[C:4]([C@:8]([C@@H:16]2[CH2:21][CH2:20][CH2:19][N:18]([C:40]([NH:42][C@@H:43]([CH2:61][CH:62]3[CH2:63][CH2:64][CH2:65][CH2:66][CH2:67]3)[C@@H:44]([OH:56])[CH2:45][NH:46][C:47](=[O:55])[O:48][CH2:49][CH2:50][Si:51]([CH3:52])([CH3:54])[CH3:53])=[O:39])[CH2:17]2)([OH:15])[CH2:9][CH2:10][CH2:11][CH2:12][O:13][CH3:14])[CH:5]=[CH:6][CH:7]=1, predict the reactants needed to synthesize it. The reactants are: [Cl:1][C:2]1[C:3]([F:22])=[C:4]([C@:8]([C@@H:16]2[CH2:21][CH2:20][CH2:19][NH:18][CH2:17]2)([OH:15])[CH2:9][CH2:10][CH2:11][CH2:12][O:13][CH3:14])[CH:5]=[CH:6][CH:7]=1.CCN(C(C)C)C(C)C.[N+](C1C=CC([O:39][C:40]([NH:42][C@@H:43]([CH2:61][CH:62]2[CH2:67][CH2:66][CH2:65][CH2:64][CH2:63]2)[C@@H:44]([O:56][Si](C)(C)C)[CH2:45][NH:46][C:47](=[O:55])[O:48][CH2:49][CH2:50][Si:51]([CH3:54])([CH3:53])[CH3:52])=O)=CC=1)([O-])=O. (7) The reactants are: [F:1][C:2]1[CH:7]=[CH:6][C:5]([CH:8]=[CH2:9])=[CH:4][C:3]=1[O:10][CH3:11].[CH3:12][O:13][C:14]1[CH:40]=[CH:39][C:17]([CH2:18][O:19][C:20](=[O:38])[C:21]2[CH:26]=[C:25]([O:27][CH2:28][C:29]3[CH:34]=[CH:33][C:32]([O:35][CH3:36])=[CH:31][CH:30]=3)[CH:24]=[CH:23][C:22]=2I)=[CH:16][CH:15]=1.C(N(CC)CC)C.C1(C)C=CC=CC=1P(C1C=CC=CC=1C)C1C=CC=CC=1C. Given the product [CH3:12][O:13][C:14]1[CH:15]=[CH:16][C:17]([CH2:18][O:19][C:20](=[O:38])[C:21]2[CH:26]=[C:25]([O:27][CH2:28][C:29]3[CH:30]=[CH:31][C:32]([O:35][CH3:36])=[CH:33][CH:34]=3)[CH:24]=[CH:23][C:22]=2/[CH:9]=[CH:8]/[C:5]2[CH:6]=[CH:7][C:2]([F:1])=[C:3]([O:10][CH3:11])[CH:4]=2)=[CH:39][CH:40]=1, predict the reactants needed to synthesize it.